From a dataset of Full USPTO retrosynthesis dataset with 1.9M reactions from patents (1976-2016). Predict the reactants needed to synthesize the given product. (1) Given the product [CH3:23][N:19]1[CH2:20][CH2:21][CH2:22][CH:18]1[CH2:17][CH2:16][N:12]1[CH2:11][CH2:10][S:9][C:8]2[CH:13]=[C:4]([N+:1]([O-:3])=[O:2])[CH:5]=[CH:6][C:7]1=2, predict the reactants needed to synthesize it. The reactants are: [N+:1]([C:4]1[CH:5]=[CH:6][C:7]2[NH:12][CH2:11][CH2:10][S:9][C:8]=2[CH:13]=1)([O-:3])=[O:2].Cl.Cl[CH2:16][CH2:17][CH:18]1[CH2:22][CH2:21][CH2:20][N:19]1[CH3:23]. (2) Given the product [NH2:1][CH:4]([C:6]1[N:7]=[C:8]2[S:23][CH:22]=[CH:21][N:9]2[C:10](=[O:20])[C:11]=1[C:12]1[CH:17]=[C:16]([F:18])[CH:15]=[C:14]([F:19])[CH:13]=1)[CH3:5], predict the reactants needed to synthesize it. The reactants are: [N:1]([CH:4]([C:6]1[N:7]=[C:8]2[S:23][CH:22]=[CH:21][N:9]2[C:10](=[O:20])[C:11]=1[C:12]1[CH:17]=[C:16]([F:18])[CH:15]=[C:14]([F:19])[CH:13]=1)[CH3:5])=[N+]=[N-].CP(C)C.C(OCC)(=O)C. (3) Given the product [Cl:1][C:2]1[CH:3]=[CH:4][C:5]([N:16]2[CH:20]=[C:19]([CH3:21])[N:18]=[N:17]2)=[C:6]([C:8]2[N:9]=[CH:10][N:11]=[C:12]([OH:14])[CH:13]=2)[CH:7]=1, predict the reactants needed to synthesize it. The reactants are: [Cl:1][C:2]1[CH:3]=[CH:4][C:5]([N:16]2[CH:20]=[C:19]([CH3:21])[N:18]=[N:17]2)=[C:6]([C:8]2[CH:13]=[C:12]([O:14]C)[N:11]=[CH:10][N:9]=2)[CH:7]=1.C(O)(C(F)(F)F)=O.Br.C([O-])(O)=O.[Na+]. (4) Given the product [O:27]=[C:22]1[NH:23][C:24](=[O:26])[C:25](=[CH:1][C:3]2[O:7][C:6]([C:8]3[CH:9]=[N:10][CH:11]=[C:12]([CH:20]=3)[C:13]([NH:15][CH2:16][CH2:17][CH2:18][OH:19])=[O:14])=[CH:5][CH:4]=2)[S:21]1, predict the reactants needed to synthesize it. The reactants are: [CH:1]([C:3]1[O:7][C:6]([C:8]2[CH:9]=[N:10][CH:11]=[C:12]([CH:20]=2)[C:13]([NH:15][CH2:16][CH2:17][CH2:18][OH:19])=[O:14])=[CH:5][CH:4]=1)=O.[S:21]1[CH2:25][C:24](=[O:26])[NH:23][C:22]1=[O:27]. (5) Given the product [Br:1][C:2]1[CH:3]=[N:4][CH:5]=[C:6]([C:19]2[CH:18]=[N:17][N:16]([CH2:15][CH2:14][N:9]3[CH2:13][CH2:12][CH2:11][CH2:10]3)[CH:20]=2)[CH:7]=1, predict the reactants needed to synthesize it. The reactants are: [Br:1][C:2]1[CH:3]=[N:4][CH:5]=[C:6](I)[CH:7]=1.[N:9]1([CH2:14][CH2:15][N:16]2[CH:20]=[C:19](B3OC(C)(C)C(C)(C)O3)[CH:18]=[N:17]2)[CH2:13][CH2:12][CH2:11][CH2:10]1.O.O.O.P([O-])([O-])([O-])=O.[K+].[K+].[K+].